Dataset: Full USPTO retrosynthesis dataset with 1.9M reactions from patents (1976-2016). Task: Predict the reactants needed to synthesize the given product. (1) Given the product [O:1]=[C:2]1[N:6]([C:7]2[CH:8]=[CH:9][C:10]3[C:16]4[NH:33][N:34]=[C:18]([CH2:19][C:20]5[S:21][CH:22]=[CH:23][CH:24]=5)[C:15]=4[CH2:14][CH2:13][CH2:12][C:11]=3[CH:26]=2)[CH2:5][C@H:4]([CH2:27][NH:28][C:29](=[O:31])[CH3:30])[O:3]1, predict the reactants needed to synthesize it. The reactants are: [O:1]=[C:2]1[N:6]([C:7]2[CH:8]=[CH:9][C:10]3[C:16](=O)[CH:15]([C:18](=O)[CH2:19][C:20]4[S:21][CH:22]=[CH:23][CH:24]=4)[CH2:14][CH2:13][CH2:12][C:11]=3[CH:26]=2)[CH2:5][C@H:4]([CH2:27][NH:28][C:29](=[O:31])[CH3:30])[O:3]1.O.[NH2:33][NH2:34]. (2) Given the product [Br:2][C:1]([Br:5])=[CH:41][C:40]1[CH:43]=[CH:44][C:45]([O:46][CH2:47][CH2:48][CH2:49][CH2:50][CH2:51][CH2:52][CH2:53][CH2:54][CH2:55][CH2:56][CH2:57][CH3:58])=[C:38]([O:37][CH2:25][CH2:26][CH2:27][CH2:28][CH2:29][CH2:30][CH2:31][CH2:32][CH2:33][CH2:34][CH2:35][CH3:36])[CH:39]=1, predict the reactants needed to synthesize it. The reactants are: [C:1]([Br:5])(Br)(Br)[Br:2].C1C=CC(P(C2C=CC=CC=2)C2C=CC=CC=2)=CC=1.[CH2:25]([O:37][C:38]1[CH:39]=[C:40]([CH:43]=[CH:44][C:45]=1[O:46][CH2:47][CH2:48][CH2:49][CH2:50][CH2:51][CH2:52][CH2:53][CH2:54][CH2:55][CH2:56][CH2:57][CH3:58])[CH:41]=O)[CH2:26][CH2:27][CH2:28][CH2:29][CH2:30][CH2:31][CH2:32][CH2:33][CH2:34][CH2:35][CH3:36]. (3) Given the product [Cl:1][C:2]1[CH:3]=[CH:4][C:5]([C:37]#[N:38])=[C:6]([C:8]2[C:13]([O:14][CH3:15])=[CH:12][N:11]([CH:16]([CH2:34][CH3:35])[C:17]([NH:19][C:20]3[CH:28]=[C:27]4[C:23]([CH:24]=[C:25]([C:29]([OH:31])=[O:30])[NH:26]4)=[CH:22][CH:21]=3)=[O:18])[C:10](=[O:36])[CH:9]=2)[CH:7]=1, predict the reactants needed to synthesize it. The reactants are: [Cl:1][C:2]1[CH:3]=[CH:4][C:5]([C:37]#[N:38])=[C:6]([C:8]2[C:13]([O:14][CH3:15])=[CH:12][N:11]([CH:16]([CH2:34][CH3:35])[C:17]([NH:19][C:20]3[CH:28]=[C:27]4[C:23]([CH:24]=[C:25]([C:29]([O:31]CC)=[O:30])[NH:26]4)=[CH:22][CH:21]=3)=[O:18])[C:10](=[O:36])[CH:9]=2)[CH:7]=1.[OH-].[Li+]. (4) Given the product [CH:9]1([C:7](=[O:8])[CH:6]([C:15]2[CH:16]=[CH:17][CH:18]=[CH:19][CH:20]=2)[CH2:5][CH:4]=[O:3])[CH2:14][CH2:13][CH2:12][CH2:11][CH2:10]1, predict the reactants needed to synthesize it. The reactants are: C([O:3][CH:4](OCC)[CH2:5][CH:6]([C:15]1[CH:20]=[CH:19][CH:18]=[CH:17][CH:16]=1)[C:7]([CH:9]1[CH2:14][CH2:13][CH2:12][CH2:11][CH2:10]1)=[O:8])C. (5) Given the product [CH3:27][N:28]([CH3:33])[S:29]([N:24]1[CH2:25][CH2:26][CH:21]([C:11]2[CH:10]=[N:9][C:8]([C:5]3[CH:6]=[CH:7][C:2]([Cl:1])=[CH:3][CH:4]=3)=[C:13]([C:14]3[CH:19]=[CH:18][C:17]([Cl:20])=[CH:16][CH:15]=3)[N:12]=2)[CH2:22][CH2:23]1)(=[O:31])=[O:30], predict the reactants needed to synthesize it. The reactants are: [Cl:1][C:2]1[CH:7]=[CH:6][C:5]([C:8]2[C:13]([C:14]3[CH:19]=[CH:18][C:17]([Cl:20])=[CH:16][CH:15]=3)=[N:12][C:11]([CH:21]3[CH2:26][CH2:25][NH:24][CH2:23][CH2:22]3)=[CH:10][N:9]=2)=[CH:4][CH:3]=1.[CH3:27][N:28]([CH3:33])[S:29](Cl)(=[O:31])=[O:30].